From a dataset of Full USPTO retrosynthesis dataset with 1.9M reactions from patents (1976-2016). Predict the reactants needed to synthesize the given product. Given the product [C:31]1([P:30]([C:24]2[CH:25]=[CH:26][CH:27]=[CH:28][CH:29]=2)[C:2]2[C:15]3[C:16]4=[C:17]5[C:12](=[CH:13][CH:14]=3)[CH:11]=[CH:10][CH:9]=[C:8]5[CH:7]=[CH:6][C:5]4=[CH:4][CH:3]=2)[CH:32]=[CH:33][CH:34]=[CH:35][CH:36]=1, predict the reactants needed to synthesize it. The reactants are: Br[C:2]1[C:15]2[C:16]3=[C:17]4[C:12](=[CH:13][CH:14]=2)[CH:11]=[CH:10][CH:9]=[C:8]4[CH:7]=[CH:6][C:5]3=[CH:4][CH:3]=1.[Li]CCCC.[Cl-].[C:24]1([PH:30][C:31]2[CH:36]=[CH:35][CH:34]=[CH:33][CH:32]=2)[CH:29]=[CH:28][CH:27]=[CH:26][CH:25]=1.[NH4+].[Cl-].